This data is from Forward reaction prediction with 1.9M reactions from USPTO patents (1976-2016). The task is: Predict the product of the given reaction. (1) Given the reactants [OH:1][CH:2]1[CH:7]([C:8]2[CH:13]=[CH:12][C:11]([OH:14])=[CH:10][CH:9]=2)[CH:6]([O:15][Si:16]([CH:23]([CH3:25])[CH3:24])([CH:20]([CH3:22])[CH3:21])[CH:17]([CH3:19])[CH3:18])[CH2:5][N:4]([C:26]([O:28][CH2:29][C:30]2[CH:35]=[CH:34][CH:33]=[CH:32][CH:31]=2)=[O:27])[CH2:3]1.Br[CH2:37][CH2:38][CH2:39][O:40][C:41]1[CH:46]=[CH:45][CH:44]=[CH:43][C:42]=1[Cl:47], predict the reaction product. The product is: [Cl:47][C:42]1[CH:43]=[CH:44][CH:45]=[CH:46][C:41]=1[O:40][CH2:39][CH2:38][CH2:37][O:14][C:11]1[CH:10]=[CH:9][C:8]([CH:7]2[CH:6]([O:15][Si:16]([CH:17]([CH3:18])[CH3:19])([CH:20]([CH3:22])[CH3:21])[CH:23]([CH3:24])[CH3:25])[CH2:5][N:4]([C:26]([O:28][CH2:29][C:30]3[CH:31]=[CH:32][CH:33]=[CH:34][CH:35]=3)=[O:27])[CH2:3][CH:2]2[OH:1])=[CH:13][CH:12]=1. (2) Given the reactants Br[C:2]1[CH:7]=[CH:6][C:5]([C:8]2[NH:17][C:16](=[O:18])[C:15]3[C:10](=[CH:11][C:12]([O:21][CH3:22])=[CH:13][C:14]=3[O:19][CH3:20])[N:9]=2)=[CH:4][CH:3]=1.[NH2:23][C:24]1[CH:29]=[CH:28][N:27]=[CH:26][CH:25]=1.CC1(C)C2C(=C(P(C3C=CC=CC=3)C3C=CC=CC=3)C=CC=2)OC2C(P(C3C=CC=CC=3)C3C=CC=CC=3)=CC=CC1=2.C([O-])([O-])=O.[Cs+].[Cs+], predict the reaction product. The product is: [CH3:20][O:19][C:14]1[CH:13]=[C:12]([O:21][CH3:22])[CH:11]=[C:10]2[C:15]=1[C:16](=[O:18])[NH:17][C:8]([C:5]1[CH:6]=[CH:7][C:2]([NH:23][C:24]3[CH:29]=[CH:28][N:27]=[CH:26][CH:25]=3)=[CH:3][CH:4]=1)=[N:9]2. (3) Given the reactants [C:1]([O:5][C:6]([NH:8][CH2:9][C:10]([OH:12])=O)=[O:7])([CH3:4])([CH3:3])[CH3:2].CCN(C(C)C)C(C)C.CN(C(ON1N=NC2C=CC=NC1=2)=[N+](C)C)C.F[P-](F)(F)(F)(F)F.Cl.[F:47][C:48]1[CH:56]=[C:55]2[C:51]([C:52]([C:66]3[CH:67]=[N:68][N:69]([CH:71]4[CH2:76][CH2:75][NH:74][CH2:73][CH2:72]4)[CH:70]=3)=[CH:53][N:54]2[S:57]([C:60]2[CH:65]=[CH:64][CH:63]=[CH:62][CH:61]=2)(=[O:59])=[O:58])=[CH:50][CH:49]=1, predict the reaction product. The product is: [F:47][C:48]1[CH:56]=[C:55]2[C:51]([C:52]([C:66]3[CH:67]=[N:68][N:69]([CH:71]4[CH2:76][CH2:75][N:74]([C:10](=[O:12])[CH2:9][NH:8][C:6](=[O:7])[O:5][C:1]([CH3:2])([CH3:3])[CH3:4])[CH2:73][CH2:72]4)[CH:70]=3)=[CH:53][N:54]2[S:57]([C:60]2[CH:61]=[CH:62][CH:63]=[CH:64][CH:65]=2)(=[O:58])=[O:59])=[CH:50][CH:49]=1. (4) Given the reactants C([NH:8][C:9]1([CH2:13][CH:14]([OH:16])[CH3:15])[CH2:12][CH2:11][CH2:10]1)C1C=CC=CC=1, predict the reaction product. The product is: [NH2:8][C:9]1([CH2:13][CH:14]([OH:16])[CH3:15])[CH2:12][CH2:11][CH2:10]1.